The task is: Regression. Given a peptide amino acid sequence and an MHC pseudo amino acid sequence, predict their binding affinity value. This is MHC class I binding data.. This data is from Peptide-MHC class I binding affinity with 185,985 pairs from IEDB/IMGT. The peptide sequence is SQISNTEMY. The MHC is HLA-B53:01 with pseudo-sequence HLA-B53:01. The binding affinity (normalized) is 0.213.